This data is from Reaction yield outcomes from USPTO patents with 853,638 reactions. The task is: Predict the reaction yield, written as a fraction of the theoretical maximum amount of product (1.0 means a 100% yield; for example, 0.34 means a 34% yield). (1) The reactants are [CH3:1][N:2]([C:12]1[CH:17]=[CH:16][CH:15]=[CH:14][CH:13]=1)[C:3]([CH:5]1[CH2:10][CH2:9][C:8](=O)[CH2:7][CH2:6]1)=[O:4].Cl.[C:19]([C:21]1[CH:26]=[CH:25][C:24]([NH:27]N)=[CH:23][CH:22]=1)#[N:20].CC([O-])=O.[Na+]. The catalyst is CC(O)=O.OS(O)(=O)=O. The product is [CH3:1][N:2]([C:12]1[CH:17]=[CH:16][CH:15]=[CH:14][CH:13]=1)[C:3]([CH:5]1[CH2:10][C:9]2[C:25]3[C:24](=[CH:23][CH:22]=[C:21]([C:19]#[N:20])[CH:26]=3)[NH:27][C:8]=2[CH2:7][CH2:6]1)=[O:4]. The yield is 0.490. (2) The reactants are Br[C:2]1[CH:7]=[CH:6][CH:5]=[CH:4][C:3]=1[C:8]1[CH:13]=[CH:12][CH:11]=[CH:10][C:9]=1[Br:14].[C:15]1(B(O)O)[CH:20]=[CH:19][CH:18]=[CH:17][CH:16]=1.C(=O)([O-])[O-].[Na+].[Na+]. The catalyst is C1(C)C=CC=CC=1. The product is [C:15]1([C:2]2[CH:7]=[CH:6][CH:5]=[CH:4][C:3]=2[C:8]2[CH:13]=[CH:12][CH:11]=[CH:10][C:9]=2[Br:14])[CH:20]=[CH:19][CH:18]=[CH:17][CH:16]=1. The yield is 0.700. (3) The reactants are [Mg].BrCCBr.Br[C:7]1[CH:8]=[CH:9][C:10]([F:18])=[C:11]([CH:13]2[O:17][CH2:16][CH2:15][O:14]2)[CH:12]=1.[N+:19]([C:22]1[C:23]([CH:32]=[O:33])=[CH:24][CH:25]=[C:26]2[C:31]=1[N:30]=[CH:29][CH:28]=[CH:27]2)([O-:21])=[O:20]. The catalyst is C1COCC1. The product is [O:14]1[CH2:15][CH2:16][O:17][CH:13]1[C:11]1[CH:12]=[C:7]([CH:32]([C:23]2[C:22]([N+:19]([O-:21])=[O:20])=[C:31]3[C:26]([CH:27]=[CH:28][CH:29]=[N:30]3)=[CH:25][CH:24]=2)[OH:33])[CH:8]=[CH:9][C:10]=1[F:18]. The yield is 0.740. (4) The product is [Cl:16][C:13]1[CH:14]=[N:15][C:4]2[N:3]=[C:2]([N:21]3[CH2:22][CH2:23][N:18]([CH3:17])[CH2:19][CH2:20]3)[N:7]3[N:8]=[C:9]([CH3:11])[N:10]=[C:6]3[C:5]=2[CH:12]=1. The yield is 0.510. The catalyst is CN(C=O)C. The reactants are Cl[C:2]1[N:7]2[N:8]=[C:9]([CH3:11])[N:10]=[C:6]2[C:5]2[CH:12]=[C:13]([Cl:16])[CH:14]=[N:15][C:4]=2[N:3]=1.[CH3:17][N:18]1[CH2:23][CH2:22][NH:21][CH2:20][CH2:19]1. (5) The reactants are [F:1][C:2]1[CH:3]=[CH:4][C:5]2[N:6]([CH:8]=[N:9][N:10]=2)[CH:7]=1.[Br:11]N1C(=O)CCC1=O. The catalyst is C(Cl)Cl. The product is [Br:11][C:8]1[N:6]2[CH:7]=[C:2]([F:1])[CH:3]=[CH:4][C:5]2=[N:10][N:9]=1. The yield is 0.630. (6) The reactants are [CH3:1][O:2][C:3]1[CH:22]=[CH:21][C:6]([CH2:7][NH:8][S:9]([C:12]2[CH:20]=[CH:19][C:15]([C:16]([OH:18])=[O:17])=[CH:14][CH:13]=2)(=[O:11])=[O:10])=[CH:5][CH:4]=1.[CH2:23](Br)[C:24]1[CH:29]=[CH:28][CH:27]=[CH:26][CH:25]=1.C(=O)([O-])[O-].[Cs+].[Cs+]. The catalyst is CN(C=O)C.O. The product is [CH2:23]([N:8]([CH2:7][C:6]1[CH:5]=[CH:4][C:3]([O:2][CH3:1])=[CH:22][CH:21]=1)[S:9]([C:12]1[CH:20]=[CH:19][C:15]([C:16]([O:18][CH2:7][C:6]2[CH:21]=[CH:22][CH:3]=[CH:4][CH:5]=2)=[O:17])=[CH:14][CH:13]=1)(=[O:11])=[O:10])[C:24]1[CH:29]=[CH:28][CH:27]=[CH:26][CH:25]=1. The yield is 0.730. (7) The catalyst is C(#N)C.CCCCCC. The product is [C:7]([C:6]1[C:2]([I:16])=[C:3]([C:11]([O:13][CH2:14][CH3:15])=[O:12])[S:4][C:5]=1[S:9][CH3:10])#[N:8]. The reactants are N[C:2]1[C:6]([C:7]#[N:8])=[C:5]([S:9][CH3:10])[S:4][C:3]=1[C:11]([O:13][CH2:14][CH3:15])=[O:12].[I:16]CI.N(OCCC(C)C)=O. The yield is 0.450. (8) The reactants are [NH:1]1[C:9]2[C:4](=[CH:5][CH:6]=[C:7]([C:10]([OH:12])=[O:11])[CH:8]=2)[CH:3]=[N:2]1.[C:13](=O)([O-])[O-].[Na+].[Na+].IC.C(=O)(O)[O-].[Na+]. The catalyst is CN(C)C=O. The product is [NH:1]1[C:9]2[C:4](=[CH:5][CH:6]=[C:7]([C:10]([O:12][CH3:13])=[O:11])[CH:8]=2)[CH:3]=[N:2]1. The yield is 0.900. (9) The reactants are C([O:8][C:9]1[C:14](=[O:15])[CH:13]=[C:12]([CH:16]([OH:21])[C:17]([F:20])([F:19])[F:18])[N:11]([CH3:22])[C:10]=1[CH3:23])C1C=CC=CC=1.Cl. The catalyst is [Pd].CO. The yield is 0.390. The product is [OH:8][C:9]1[C:14](=[O:15])[CH:13]=[C:12]([CH:16]([OH:21])[C:17]([F:20])([F:18])[F:19])[N:11]([CH3:22])[C:10]=1[CH3:23]. (10) The reactants are Cl.[Br:2][C:3]1[C:8](=[O:9])[N:7]([CH2:10][C:11]2[CH:16]=[CH:15][C:14]([Cl:17])=[CH:13][CH:12]=2)[C:6](Cl)=[N:5][CH:4]=1.[C:19]([C:21]1[N:26]=[C:25]([O:27][C:28]2[CH:34]=[CH:33][C:31]([NH2:32])=[CH:30][CH:29]=2)[CH:24]=[CH:23][CH:22]=1)#[N:20].C(O)(C)(C)C. The catalyst is O. The product is [Br:2][C:3]1[C:8](=[O:9])[N:7]([CH2:10][C:11]2[CH:16]=[CH:15][C:14]([Cl:17])=[CH:13][CH:12]=2)[C:6]([NH:32][C:31]2[CH:30]=[CH:29][C:28]([O:27][C:25]3[CH:24]=[CH:23][CH:22]=[C:21]([C:19]#[N:20])[N:26]=3)=[CH:34][CH:33]=2)=[N:5][CH:4]=1. The yield is 0.590.